The task is: Predict which catalyst facilitates the given reaction.. This data is from Catalyst prediction with 721,799 reactions and 888 catalyst types from USPTO. (1) Reactant: [C:1]([O:5][C:6]([N:8]1[CH2:16][C:15]2[C:10](=[C:11]([CH2:18][CH2:19][C:20]([O:22][CH3:23])=[O:21])[CH:12]=[CH:13][C:14]=2[OH:17])[CH2:9]1)=[O:7])([CH3:4])([CH3:3])[CH3:2].[CH3:24][C:25]1[O:29][C:28]([C:30]2[CH:35]=[CH:34][CH:33]=[CH:32][CH:31]=2)=[N:27][C:26]=1[CH2:36][CH2:37]OS(C1C=CC(C)=CC=1)(=O)=O.C(=O)([O-])[O-].[Cs+].[Cs+]. The catalyst class is: 3. Product: [C:1]([O:5][C:6]([N:8]1[CH2:9][C:10]2[C:15](=[C:14]([O:17][CH2:37][CH2:36][C:26]3[N:27]=[C:28]([C:30]4[CH:35]=[CH:34][CH:33]=[CH:32][CH:31]=4)[O:29][C:25]=3[CH3:24])[CH:13]=[CH:12][C:11]=2[CH2:18][CH2:19][C:20]([O:22][CH3:23])=[O:21])[CH2:16]1)=[O:7])([CH3:4])([CH3:3])[CH3:2]. (2) Reactant: [CH:1]([N:5]1[CH2:9][CH2:8][C:7]([C:12]2[CH:17]=[CH:16][C:15]([F:18])=[C:14]([F:19])[CH:13]=2)([O:10][CH3:11])[CH2:6]1)([CH2:3][CH3:4])[CH3:2].ClC1C=C(C=CC=1)C(OO)=[O:25]. Product: [CH:1]([N+:5]1([O-:25])[CH2:9][CH2:8][C:7]([C:12]2[CH:17]=[CH:16][C:15]([F:18])=[C:14]([F:19])[CH:13]=2)([O:10][CH3:11])[CH2:6]1)([CH2:3][CH3:4])[CH3:2]. The catalyst class is: 4. (3) Product: [N:41]1([C:12]2[C:11]([CH2:10][C:9]3[CH:39]=[CH:40][C:6]([N:1]4[CH:5]=[CH:4][CH:3]=[N:2]4)=[CH:7][CH:8]=3)=[C:20]([Cl:21])[C:19]3[C:14](=[C:15]([CH3:37])[CH:16]=[C:17]([C:22]([C:30]4[CH:31]=[CH:32][C:33]([Cl:36])=[CH:34][CH:35]=4)([C:24]4[N:28]([CH3:29])[CH:27]=[N:26][CH:25]=4)[OH:23])[CH:18]=3)[N:13]=2)[CH2:44][CH2:43][CH2:42]1. Reactant: [N:1]1([C:6]2[CH:40]=[CH:39][C:9]([CH2:10][C:11]3[C:12](Cl)=[N:13][C:14]4[C:19]([C:20]=3[Cl:21])=[CH:18][C:17]([C:22]([C:30]3[CH:35]=[CH:34][C:33]([Cl:36])=[CH:32][CH:31]=3)([C:24]3[N:28]([CH3:29])[CH:27]=[N:26][CH:25]=3)[OH:23])=[CH:16][C:15]=4[CH3:37])=[CH:8][CH:7]=2)[CH:5]=[CH:4][CH:3]=[N:2]1.[NH:41]1[CH2:44][CH2:43][CH2:42]1. The catalyst class is: 3. (4) Reactant: [Cl:1][C:2]1[CH:25]=[C:24]([Cl:26])[CH:23]=[CH:22][C:3]=1[CH2:4][N:5]1[C:14]2[C:9](=[CH:10][CH:11]=[C:12]([C:15]([O:17][CH2:18][CH3:19])=[O:16])[CH:13]=2)[NH:8][C:7](=[O:20])[C:6]1=[O:21].CI.[C:29](=O)([O-])[O-].[K+].[K+]. Product: [Cl:1][C:2]1[CH:25]=[C:24]([Cl:26])[CH:23]=[CH:22][C:3]=1[CH2:4][N:5]1[C:14]2[C:9](=[CH:10][CH:11]=[C:12]([C:15]([O:17][CH2:18][CH3:19])=[O:16])[CH:13]=2)[N:8]([CH3:29])[C:7](=[O:20])[C:6]1=[O:21]. The catalyst class is: 21. (5) Reactant: [CH2:1]([C:5]1([CH2:28][CH2:29][CH2:30][CH3:31])[NH:11][CH:10]([C:12]2[CH:17]=[CH:16][CH:15]=[CH:14][CH:13]=2)[C:9]2[CH:18]=[C:19]([O:24][CH3:25])[C:20]([CH2:22][OH:23])=[CH:21][C:8]=2[S:7](=[O:27])(=[O:26])[CH2:6]1)[CH2:2][CH2:3][CH3:4].CC(OI1(OC(C)=O)(OC(C)=O)OC(=O)C2C=CC=CC1=2)=O. Product: [CH2:1]([C:5]1([CH2:28][CH2:29][CH2:30][CH3:31])[NH:11][CH:10]([C:12]2[CH:13]=[CH:14][CH:15]=[CH:16][CH:17]=2)[C:9]2[CH:18]=[C:19]([O:24][CH3:25])[C:20]([CH:22]=[O:23])=[CH:21][C:8]=2[S:7](=[O:26])(=[O:27])[CH2:6]1)[CH2:2][CH2:3][CH3:4]. The catalyst class is: 2.